This data is from Reaction yield outcomes from USPTO patents with 853,638 reactions. The task is: Predict the reaction yield, written as a fraction of the theoretical maximum amount of product (1.0 means a 100% yield; for example, 0.34 means a 34% yield). The reactants are [C:1]([C:5]1[CH:13]=[C:12]2[C:8]([CH2:9][CH:10]([CH3:15])[C:11]2=O)=[C:7]([C:16]2[CH:21]=[CH:20][CH:19]=[CH:18][CH:17]=2)[C:6]=1[O:22][CH2:23][CH:24]([CH3:26])[CH3:25])([CH3:4])([CH3:3])[CH3:2].[BH4-].[Na+].CO.CC1C=CC(S(O)(=O)=O)=CC=1. The catalyst is C1COCC1.C1(C)C=CC=CC=1. The product is [C:1]([C:5]1[CH:13]=[C:12]2[C:8](=[C:7]([C:16]3[CH:17]=[CH:18][CH:19]=[CH:20][CH:21]=3)[C:6]=1[O:22][CH2:23][CH:24]([CH3:26])[CH3:25])[CH2:9][C:10]([CH3:15])=[CH:11]2)([CH3:2])([CH3:3])[CH3:4]. The yield is 0.990.